Dataset: Forward reaction prediction with 1.9M reactions from USPTO patents (1976-2016). Task: Predict the product of the given reaction. (1) Given the reactants Br[C:2]1[CH:3]=[C:4]([CH2:10][NH:11][C:12]([C:14]2[CH:19]=[CH:18][CH:17]=[C:16]([C:20]([NH:22][CH2:23][C:24]3[C:25]([NH:37][CH:38]4[CH2:43][CH2:42][O:41][CH2:40][CH2:39]4)=[C:26]4[CH:34]=[N:33][N:32]([CH2:35][CH3:36])[C:27]4=[N:28][C:29]=3[CH2:30][CH3:31])=[O:21])[CH:15]=2)=[O:13])[CH:5]=[C:6]([O:8][CH3:9])[CH:7]=1.[CH3:44][C:45]([O:48][C:49]([N:51]1[CH2:56][CH2:55][N:54]([CH2:57][C:58]2[CH:59]=[C:60](B(O)O)[CH:61]=[CH:62][CH:63]=2)[CH2:53][C@@H:52]1[CH3:67])=[O:50])([CH3:47])[CH3:46].C([O-])([O-])=O.[Na+].[Na+].O, predict the reaction product. The product is: [CH2:35]([N:32]1[C:27]2=[N:28][C:29]([CH2:30][CH3:31])=[C:24]([CH2:23][NH:22][C:20]([C:16]3[CH:15]=[C:14]([C:12]([NH:11][CH2:10][C:4]4[CH:3]=[C:2]([C:60]5[CH:61]=[CH:62][CH:63]=[C:58]([CH2:57][N:54]6[CH2:55][CH2:56][N:51]([C:49]([O:48][C:45]([CH3:47])([CH3:46])[CH3:44])=[O:50])[C@@H:52]([CH3:67])[CH2:53]6)[CH:59]=5)[CH:7]=[C:6]([O:8][CH3:9])[CH:5]=4)=[O:13])[CH:19]=[CH:18][CH:17]=3)=[O:21])[C:25]([NH:37][CH:38]3[CH2:43][CH2:42][O:41][CH2:40][CH2:39]3)=[C:26]2[CH:34]=[N:33]1)[CH3:36]. (2) Given the reactants [Cl-].C[Al+]C.C(O[C:8]([C:10]1[CH:14]=[CH:13][N:12]([CH:15]([CH3:17])[CH3:16])[C:11]=1[CH:18]([NH:27][C:28]1[CH:33]=[C:32]([Cl:34])[C:31](=[O:35])[N:30]([CH3:36])[CH:29]=1)[C:19]1[CH:24]=[CH:23][C:22]([C:25]#[N:26])=[CH:21][CH:20]=1)=[O:9])C, predict the reaction product. The product is: [Cl:34][C:32]1[C:31](=[O:35])[N:30]([CH3:36])[CH:29]=[C:28]([N:27]2[C:8](=[O:9])[C:10]3[CH:14]=[CH:13][N:12]([CH:15]([CH3:16])[CH3:17])[C:11]=3[CH:18]2[C:19]2[CH:20]=[CH:21][C:22]([C:25]#[N:26])=[CH:23][CH:24]=2)[CH:33]=1. (3) Given the reactants [Br:1][C:2]1[N:7]=[CH:6][C:5]2[N:8]=[C:9]([CH2:14][OH:15])[N:10]([CH:11]([CH3:13])[CH3:12])[C:4]=2[CH:3]=1.[O:16]1[CH:21]=[CH:20][CH2:19][CH2:18][CH2:17]1.C1(C)C=CC(S(O)(=O)=O)=CC=1, predict the reaction product. The product is: [Br:1][C:2]1[N:7]=[CH:6][C:5]2[N:8]=[C:9]([CH2:14][O:15][CH:17]3[CH2:18][CH2:19][CH2:20][CH2:21][O:16]3)[N:10]([CH:11]([CH3:12])[CH3:13])[C:4]=2[CH:3]=1. (4) Given the reactants [CH3:1][NH:2][C:3](=[O:31])[CH2:4][S:5][CH2:6][C:7]1[CH:12]=[C:11]([N:13]2[CH2:18][CH2:17][O:16][CH2:15][C@@H:14]2[CH3:19])[N:10]=[C:9]([C:20]2[CH:25]=[CH:24][C:23]([NH:26][C:27](=[O:30])[NH:28][CH3:29])=[CH:22][CH:21]=2)[N:8]=1.C1C=C(Cl)C=C(C(OO)=[O:40])C=1.[Mn]([O-])(=O)(=O)=O.[Na+].[OH2:49], predict the reaction product. The product is: [CH3:1][NH:2][C:3](=[O:31])[CH2:4][S:5]([CH2:6][C:7]1[CH:12]=[C:11]([N:13]2[CH2:18][CH2:17][O:16][CH2:15][C@@H:14]2[CH3:19])[N:10]=[C:9]([C:20]2[CH:25]=[CH:24][C:23]([NH:26][C:27](=[O:30])[NH:28][CH3:29])=[CH:22][CH:21]=2)[N:8]=1)(=[O:40])=[O:49]. (5) Given the reactants [C:1]1([N:7]2[C:11](=[O:12])[CH2:10][C:9]([NH:13][C:14]3[CH:19]=[CH:18][CH:17]=[CH:16][CH:15]=3)=[N:8]2)[CH:6]=[CH:5][CH:4]=[CH:3][CH:2]=1.[C:20](OCC)(=[O:25])[CH2:21][C:22]([CH3:24])=O.C(O)(=O)C, predict the reaction product. The product is: [C:1]1([N:7]2[C:11](=[O:12])[C:10]3[C:22]([CH3:24])=[CH:21][C:20](=[O:25])[N:13]([C:14]4[CH:15]=[CH:16][CH:17]=[CH:18][CH:19]=4)[C:9]=3[NH:8]2)[CH:2]=[CH:3][CH:4]=[CH:5][CH:6]=1. (6) Given the reactants [CH3:1][C:2]1([CH3:16])[C:11]2[C:6](=[CH:7][C:8]([N+:12]([O-])=O)=[CH:9][CH:10]=2)[C:5](=[O:15])[NH:4][CH2:3]1.C([O-])=O.[NH4+], predict the reaction product. The product is: [NH2:12][C:8]1[CH:7]=[C:6]2[C:11]([C:2]([CH3:16])([CH3:1])[CH2:3][NH:4][C:5]2=[O:15])=[CH:10][CH:9]=1. (7) Given the reactants [Cl:1][C:2]1[CH:16]=[CH:15][C:5]([O:6][C:7]2[CH:8]=[C:9]([CH:12]=[CH:13][CH:14]=2)[CH:10]=O)=[CH:4][CH:3]=1.[C@@H:17]1([NH2:27])[C:26]2[C:21](=[CH:22][CH:23]=[CH:24][CH:25]=2)[CH2:20][CH2:19][CH2:18]1.[BH4-].[Na+], predict the reaction product. The product is: [Cl:1][C:2]1[CH:16]=[CH:15][C:5]([O:6][C:7]2[CH:8]=[C:9]([CH:12]=[CH:13][CH:14]=2)[CH2:10][NH:27][C@@H:17]2[C:26]3[C:21](=[CH:22][CH:23]=[CH:24][CH:25]=3)[CH2:20][CH2:19][CH2:18]2)=[CH:4][CH:3]=1. (8) Given the reactants [NH2:1][C:2]1[C:7]([C:8]([C:10]2[CH:15]=[CH:14][CH:13]=[C:12]([O:16][CH3:17])[CH:11]=2)=[O:9])=[CH:6][CH:5]=[C:4](Cl)[N:3]=1.FC(F)(F)C(O)=O.[CH3:26][S:27]([N:30]1[CH2:35][CH2:34][CH:33]([NH2:36])[CH2:32][CH2:31]1)(=[O:29])=[O:28], predict the reaction product. The product is: [NH2:1][C:2]1[C:7]([C:8]([C:10]2[CH:15]=[CH:14][CH:13]=[C:12]([O:16][CH3:17])[CH:11]=2)=[O:9])=[CH:6][CH:5]=[C:4]([NH:36][CH:33]2[CH2:34][CH2:35][N:30]([S:27]([CH3:26])(=[O:29])=[O:28])[CH2:31][CH2:32]2)[N:3]=1. (9) Given the reactants [F:1][C:2]([F:36])([F:35])[C:3]1[CH:34]=[CH:33][C:6]([CH2:7][N:8]2[C:31](=[O:32])[N:11]3[NH:12][CH:13]([CH3:30])[C:14]([C:23]4[CH:28]=[CH:27][C:26]([Cl:29])=[CH:25][CH:24]=4)=[C:15]([C:16]4[CH:21]=[CH:20][C:19]([Cl:22])=[CH:18][CH:17]=4)[C:10]3=[N:9]2)=[CH:5][CH:4]=1.C(N(C(C)C)CC)(C)C.[C:46](Cl)(=[O:48])[CH3:47], predict the reaction product. The product is: [F:36][C:2]([F:35])([F:1])[C:3]1[CH:4]=[CH:5][C:6]([CH2:7][N:8]2[C:31](=[O:32])[N:11]3[N:12]([C:46](=[O:48])[CH3:47])[CH:13]([CH3:30])[C:14]([C:23]4[CH:28]=[CH:27][C:26]([Cl:29])=[CH:25][CH:24]=4)=[C:15]([C:16]4[CH:17]=[CH:18][C:19]([Cl:22])=[CH:20][CH:21]=4)[C:10]3=[N:9]2)=[CH:33][CH:34]=1. (10) Given the reactants C[O:2][C:3]1[CH:8]=[N:7][N:6]([CH2:9][C:10]2[CH:15]=[CH:14][C:13]([O:16][CH3:17])=[CH:12][CH:11]=2)[C:5](=[O:18])[CH:4]=1.[OH-].[Na+].CCOC(C)=O.Cl, predict the reaction product. The product is: [OH:2][C:3]1[CH:8]=[N:7][N:6]([CH2:9][C:10]2[CH:15]=[CH:14][C:13]([O:16][CH3:17])=[CH:12][CH:11]=2)[C:5](=[O:18])[CH:4]=1.